Task: Predict the product of the given reaction.. Dataset: Forward reaction prediction with 1.9M reactions from USPTO patents (1976-2016) (1) Given the reactants [Cl:1][C:2]1[CH:3]=[C:4]([CH:36]=[CH:37][CH:38]=1)[C:5]([C:7]1[CH:35]=[CH:34][C:10]2[N:11]([CH2:15][CH2:16][O:17][C:18]3[CH:33]=[CH:32][C:21]([CH:22]=[C:23]([C:28]([O:30][CH3:31])=[O:29])[C:24]([O:26][CH3:27])=[O:25])=[CH:20][CH:19]=3)[C:12](=[O:14])[S:13][C:9]=2[CH:8]=1)=O.[CH3:39][O:40][NH2:41].N1C=CC=CC=1, predict the reaction product. The product is: [Cl:1][C:2]1[CH:3]=[C:4]([C:5](=[N:41][O:40][CH3:39])[C:7]2[CH:35]=[CH:34][C:10]3[N:11]([CH2:15][CH2:16][O:17][C:18]4[CH:19]=[CH:20][C:21]([CH:22]=[C:23]([C:28]([O:30][CH3:31])=[O:29])[C:24]([O:26][CH3:27])=[O:25])=[CH:32][CH:33]=4)[C:12](=[O:14])[S:13][C:9]=3[CH:8]=2)[CH:36]=[CH:37][CH:38]=1. (2) Given the reactants [CH3:1][C:2]1[CH:7]=[C:6]([CH3:8])[N:5]=[C:4]([O:9][C@@H:10]([C@@:14]2([C:36]3[CH:41]=[CH:40][CH:39]=[CH:38][CH:37]=3)[NH:20][CH2:19][C:18](=[O:21])[N:17]([CH2:22][C:23]3[C:28]([F:29])=[CH:27][C:26]([F:30])=[CH:25][C:24]=3[F:31])[C:16]3[CH:32]=[CH:33][CH:34]=[CH:35][C:15]2=3)[C:11]([OH:13])=[O:12])[N:3]=1.C(N(CC)CC)C.Cl[CH2:50][C:51]([N:53]([CH3:55])[CH3:54])=[O:52], predict the reaction product. The product is: [CH3:54][N:53]([CH3:55])[C:51]([CH2:50][O:12][C:11](=[O:13])[C@@H:10]([O:9][C:4]1[N:3]=[C:2]([CH3:1])[CH:7]=[C:6]([CH3:8])[N:5]=1)[C@@:14]1([C:36]2[CH:41]=[CH:40][CH:39]=[CH:38][CH:37]=2)[NH:20][CH2:19][C:18](=[O:21])[N:17]([CH2:22][C:23]2[C:28]([F:29])=[CH:27][C:26]([F:30])=[CH:25][C:24]=2[F:31])[C:16]2[CH:32]=[CH:33][CH:34]=[CH:35][C:15]1=2)=[O:52]. (3) Given the reactants [Cl:1][C:2]1[CH:7]=[CH:6][C:5]([S:8][CH2:9][CH2:10][C:11]([OH:13])=O)=[C:4]([O:14][CH3:15])[CH:3]=1.[B-](F)(F)(F)[O+](C)C.FC(F)(F)C(OC(=O)C(F)(F)F)=O, predict the reaction product. The product is: [Cl:1][C:2]1[CH:7]=[C:6]2[C:5](=[C:4]([O:14][CH3:15])[CH:3]=1)[S:8][CH2:9][CH2:10][C:11]2=[O:13]. (4) Given the reactants [CH3:1][O-:2].[Na+].[C:4]([O:8][C:9]([N:11]1[CH2:16][CH2:15][CH:14]([N:17]2[C:21]3=[N:22][C:23](Cl)=[N:24][C:25](Cl)=[C:20]3[CH:19]=[N:18]2)[CH2:13][CH2:12]1)=[O:10])([CH3:7])([CH3:6])[CH3:5].[CH3:28][OH:29], predict the reaction product. The product is: [C:4]([O:8][C:9]([N:11]1[CH2:16][CH2:15][CH:14]([N:17]2[C:21]3=[N:22][C:23]([O:29][CH3:28])=[N:24][C:25]([O:2][CH3:1])=[C:20]3[CH:19]=[N:18]2)[CH2:13][CH2:12]1)=[O:10])([CH3:7])([CH3:6])[CH3:5]. (5) Given the reactants [F:1][C:2]([F:7])([F:6])[C:3]([OH:5])=[O:4].[C:8]1([CH:14]([C:52]2[CH:57]=[CH:56][CH:55]=[CH:54][CH:53]=2)[CH2:15][NH:16][C:17]2[N:25]=[C:24]([N:26]3[CH2:30][CH2:29][C@@H:28]([NH:31][C:32]([NH:34][C@@H:35]4[CH2:39][CH2:38][NH:37][CH2:36]4)=[O:33])[CH2:27]3)[N:23]=[C:22]3[C:18]=2[N:19]=[CH:20][N:21]3[C@@H:40]2[CH2:44][C@H:43]([NH:45][C:46](=[O:49])[CH2:47][CH3:48])[C@@H:42]([OH:50])[C@H:41]2[OH:51])[CH:13]=[CH:12][CH:11]=[CH:10][CH:9]=1.CCN(C(C)C)C(C)C.[C:67](Cl)(=[O:77])[C:68]1[CH:76]=[CH:75][C:71]([C:72](Cl)=[O:73])=[CH:70][CH:69]=1, predict the reaction product. The product is: [C:3]([OH:5])([C:2]([F:7])([F:6])[F:1])=[O:4].[F:1][C:2]([F:7])([F:6])[C:3]([OH:5])=[O:4].[OH:51][C@@H:41]1[C@H:42]([OH:50])[C@@H:43]([NH:45][C:46](=[O:49])[CH2:47][CH3:48])[CH2:44][C@H:40]1[N:21]1[CH:20]=[N:19][C:18]2[C:22]1=[N:23][C:24]([N:26]1[CH2:30][CH2:29][C@@H:28]([NH:31][C:32](=[O:33])[NH:34][C@@H:35]3[CH2:39][CH2:38][N:37]([C:67]([C:68]4[CH:76]=[CH:75][C:71]([C:72]([OH:4])=[O:73])=[CH:70][CH:69]=4)=[O:77])[CH2:36]3)[CH2:27]1)=[N:25][C:17]=2[NH:16][CH2:15][CH:14]([C:52]1[CH:53]=[CH:54][CH:55]=[CH:56][CH:57]=1)[C:8]1[CH:13]=[CH:12][CH:11]=[CH:10][CH:9]=1. (6) The product is: [Br:1][C:2]1[CH:3]=[C:4]([NH:5][C:10]2[C:19]3[C:14](=[CH:15][C:16]([F:23])=[C:17]([N+:20]([O-:22])=[O:21])[CH:18]=3)[N:13]=[CH:12][N:11]=2)[CH:6]=[CH:7][CH:8]=1. Given the reactants [Br:1][C:2]1[CH:3]=[C:4]([CH:6]=[CH:7][CH:8]=1)[NH2:5].Cl[C:10]1[C:19]2[C:14](=[CH:15][C:16]([F:23])=[C:17]([N+:20]([O-:22])=[O:21])[CH:18]=2)[N:13]=[CH:12][N:11]=1, predict the reaction product. (7) Given the reactants Cl[C:2]1[C:7](Cl)=[CH:6][CH:5]=C[C:3]=1[N:9]1[CH2:14][CH2:13][N:12]([CH2:15][CH2:16][CH2:17][CH2:18][O:19][C:20]2[N:25]=[C:24]3[NH:26][N:27]=[CH:28][C:23]3=[CH:22][CH:21]=2)[CH2:11][CH2:10]1.[N:29]1C=CC=CC=1N1CCNCC1, predict the reaction product. The product is: [N:29]1[CH:5]=[CH:6][CH:7]=[CH:2][C:3]=1[N:9]1[CH2:14][CH2:13][N:12]([CH2:15][CH2:16][CH2:17][CH2:18][O:19][C:20]2[N:25]=[C:24]3[NH:26][N:27]=[CH:28][C:23]3=[CH:22][CH:21]=2)[CH2:11][CH2:10]1. (8) Given the reactants [Cl:1][C:2]1[N:3]=[C:4]([N:13]2[CH2:18][CH2:17][O:16][CH2:15][CH2:14]2)[C:5]2[S:10][C:9](I)=[C:8]([CH3:12])[C:6]=2[N:7]=1.[CH:19]([C:21]1[S:22][CH:23]=[C:24](B(O)O)[CH:25]=1)=[O:20], predict the reaction product. The product is: [Cl:1][C:2]1[N:3]=[C:4]([N:13]2[CH2:18][CH2:17][O:16][CH2:15][CH2:14]2)[C:5]2[S:10][C:9]([C:24]3[CH:25]=[C:21]([CH:19]=[O:20])[S:22][CH:23]=3)=[C:8]([CH3:12])[C:6]=2[N:7]=1. (9) Given the reactants C[C@@H]1O[C@@H](O[C@H]2[C@H]([O:15][C:16]3[CH:17]=[C:18]([OH:36])[C:19]4[C:25](=[O:26])[CH2:24][C@@H:23]([C:27]5[CH:28]=[CH:29][C:30]([O:34][CH3:35])=[C:31]([OH:33])[CH:32]=5)[O:22][C:20]=4[CH:21]=3)O[C@H](CO)[C@@H](O)[C@@H]2O)[C@H](O)[C@H](O)[C@H]1O.C1C=CC(CCC(C2C=CC=CC=2O)=O)=CC=1, predict the reaction product. The product is: [OH:36][C:18]1[CH:17]=[C:16]([OH:15])[CH:21]=[C:20]([OH:22])[C:19]=1[CH:25]([OH:26])[CH2:24][CH2:23][C:27]1[CH:28]=[CH:29][C:30]([O:34][CH3:35])=[C:31]([OH:33])[CH:32]=1. (10) Given the reactants CN.[CH2:3]([O:5][C:6]([C:8]1[CH:9]=[N:10][C:11]([Cl:18])=[C:12]([N+:15]([O-:17])=[O:16])[C:13]=1Cl)=[O:7])[CH3:4].[CH2:19]([N:21](CC)CC)C, predict the reaction product. The product is: [Cl:18][C:11]1[N:10]=[CH:9][C:8]([C:6]([O:5][CH2:3][CH3:4])=[O:7])=[C:13]([NH:21][CH3:19])[C:12]=1[N+:15]([O-:17])=[O:16].